From a dataset of Catalyst prediction with 721,799 reactions and 888 catalyst types from USPTO. Predict which catalyst facilitates the given reaction. The catalyst class is: 9. Reactant: [Br:1][C:2]1[CH:3]=[C:4]2[C:10]([I:11])=[N:9][NH:8][C:5]2=[N:6][CH:7]=1.[H-].[Na+].[C:14]([O:20][CH2:21]Cl)(=[O:19])[C:15]([CH3:18])([CH3:17])[CH3:16]. Product: [Br:1][C:2]1[CH:3]=[C:4]2[C:10]([I:11])=[N:9][N:8]([CH2:21][O:20][C:14](=[O:19])[C:15]([CH3:18])([CH3:17])[CH3:16])[C:5]2=[N:6][CH:7]=1.